From a dataset of NCI-60 drug combinations with 297,098 pairs across 59 cell lines. Regression. Given two drug SMILES strings and cell line genomic features, predict the synergy score measuring deviation from expected non-interaction effect. (1) Drug 2: CC(C)(C#N)C1=CC(=CC(=C1)CN2C=NC=N2)C(C)(C)C#N. Synergy scores: CSS=23.9, Synergy_ZIP=-1.15, Synergy_Bliss=2.80, Synergy_Loewe=-1.48, Synergy_HSA=-1.17. Cell line: OVCAR-8. Drug 1: CCC1(CC2CC(C3=C(CCN(C2)C1)C4=CC=CC=C4N3)(C5=C(C=C6C(=C5)C78CCN9C7C(C=CC9)(C(C(C8N6C=O)(C(=O)OC)O)OC(=O)C)CC)OC)C(=O)OC)O.OS(=O)(=O)O. (2) Drug 1: CN(C)N=NC1=C(NC=N1)C(=O)N. Drug 2: COCCOC1=C(C=C2C(=C1)C(=NC=N2)NC3=CC=CC(=C3)C#C)OCCOC.Cl. Cell line: NCIH23. Synergy scores: CSS=-1.48, Synergy_ZIP=-1.68, Synergy_Bliss=-4.40, Synergy_Loewe=-5.68, Synergy_HSA=-4.15.